Dataset: Catalyst prediction with 721,799 reactions and 888 catalyst types from USPTO. Task: Predict which catalyst facilitates the given reaction. (1) Reactant: [I:1][C:2]1[CH:8]=[CH:7][C:5]([NH2:6])=[CH:4][CH:3]=1.C([O-])([O-])=O.[K+].[K+].I[CH2:16][CH2:17][CH2:18][CH2:19][CH2:20][CH3:21]. Product: [I:1][C:2]1[CH:8]=[CH:7][C:5]([N:6]([CH2:7][CH2:8][CH2:2][CH2:3][CH2:4][CH3:5])[CH2:16][CH2:17][CH2:18][CH2:19][CH2:20][CH3:21])=[CH:4][CH:3]=1. The catalyst class is: 3. (2) Reactant: C(=O)([O-])[O-].[K+].[K+].[CH2:7]([O:14][C:15]1[CH:20]=[CH:19][C:18]([C:21](=[O:24])[CH2:22]I)=[CH:17][CH:16]=1)[C:8]1[CH:13]=[CH:12][CH:11]=[CH:10][CH:9]=1.[CH2:25]([O:32][C:33]1[CH:34]=[CH:35][C:36]([CH:40]([C:42]2[CH:47]=[CH:46][C:45]([O:48][CH2:49][C:50]3[CH:55]=[CH:54][CH:53]=[CH:52][CH:51]=3)=[CH:44][CH:43]=2)[OH:41])=[C:37]([OH:39])[CH:38]=1)[C:26]1[CH:31]=[CH:30][CH:29]=[CH:28][CH:27]=1. Product: [CH2:25]([O:32][C:33]1[CH:34]=[CH:35][C:36]([CH:40]([C:42]2[CH:47]=[CH:46][C:45]([O:48][CH2:49][C:50]3[CH:55]=[CH:54][CH:53]=[CH:52][CH:51]=3)=[CH:44][CH:43]=2)[OH:41])=[C:37]([CH:38]=1)[O:39][CH2:22][C:21]([C:18]1[CH:19]=[CH:20][C:15]([O:14][CH2:7][C:8]2[CH:13]=[CH:12][CH:11]=[CH:10][CH:9]=2)=[CH:16][CH:17]=1)=[O:24])[C:26]1[CH:27]=[CH:28][CH:29]=[CH:30][CH:31]=1. The catalyst class is: 21. (3) Reactant: C([O:3][C:4]([C:6]1[N:7]=[CH:8][N:9]([C:11]2[CH:16]=[CH:15][CH:14]=[C:13]([C:17]3[C:18]([F:23])=[N:19][CH:20]=[CH:21][CH:22]=3)[CH:12]=2)[CH:10]=1)=[O:5])C.[OH-].[K+]. Product: [F:23][C:18]1[C:17]([C:13]2[CH:12]=[C:11]([N:9]3[CH:10]=[C:6]([C:4]([OH:5])=[O:3])[N:7]=[CH:8]3)[CH:16]=[CH:15][CH:14]=2)=[CH:22][CH:21]=[CH:20][N:19]=1. The catalyst class is: 8.